This data is from Catalyst prediction with 721,799 reactions and 888 catalyst types from USPTO. The task is: Predict which catalyst facilitates the given reaction. Reactant: [CH3:1][C:2]1[CH:7]=[C:6]([CH3:8])[CH:5]=[CH:4][C:3]=1[N:9]1[CH2:14][CH2:13][N:12]([C:15]([C:17]2[CH:22]=[CH:21][C:20]([N:23]3[CH2:27][CH:26]([CH2:28]O)[CH2:25][C:24]3=[O:30])=[CH:19][CH:18]=2)=[O:16])[CH2:11][CH2:10]1.[CH2:31]([N:33](CC)[CH2:34][CH3:35])[CH3:32].S(Cl)(C)(=O)=O.O. Product: [CH3:1][C:2]1[CH:7]=[C:6]([CH3:8])[CH:5]=[CH:4][C:3]=1[N:9]1[CH2:14][CH2:13][N:12]([C:15]([C:17]2[CH:18]=[CH:19][C:20]([N:23]3[CH2:27][CH:26]([CH2:28][N:33]4[CH2:34][CH2:35][CH2:32][CH2:31]4)[CH2:25][C:24]3=[O:30])=[CH:21][CH:22]=2)=[O:16])[CH2:11][CH2:10]1. The catalyst class is: 4.